This data is from Reaction yield outcomes from USPTO patents with 853,638 reactions. The task is: Predict the reaction yield, written as a fraction of the theoretical maximum amount of product (1.0 means a 100% yield; for example, 0.34 means a 34% yield). (1) The reactants are [Cl:1][C:2]1[C:3]([O:30][C@@H:31]2[CH2:36][CH2:35][CH2:34][CH2:33][C@H:32]2[C:37]2[N:41]([CH2:42][O:43][CH2:44][CH2:45][O:46][CH3:47])[N:40]=[CH:39][CH:38]=2)=[CH:4][C:5]([F:29])=[C:6]([S:8]([N:11](CC2C=CC(OC)=CC=2OC)[C:12]2[CH:17]=[CH:16][N:15]=[CH:14][N:13]=2)(=[O:10])=[O:9])[CH:7]=1.C([SiH](CC)CC)C.FC(F)(F)C(O)=O. The catalyst is ClCCl. The product is [Cl:1][C:2]1[C:3]([O:30][C@@H:31]2[CH2:36][CH2:35][CH2:34][CH2:33][C@H:32]2[C:37]2[N:41]([CH2:42][O:43][CH2:44][CH2:45][O:46][CH3:47])[N:40]=[CH:39][CH:38]=2)=[CH:4][C:5]([F:29])=[C:6]([S:8]([NH:11][C:12]2[CH:17]=[CH:16][N:15]=[CH:14][N:13]=2)(=[O:10])=[O:9])[CH:7]=1. The yield is 0.950. (2) The reactants are C([O:3][C:4]([C:6]1[CH:7]=[N:8][C:9]2[C:14]([C:15]=1[OH:16])=[CH:13][CH:12]=[CH:11][CH:10]=2)=[O:5])C. The catalyst is [OH-].[Na+]. The product is [O:16]=[C:15]1[C:14]2[C:9](=[CH:10][CH:11]=[CH:12][CH:13]=2)[NH:8][CH:7]=[C:6]1[C:4]([OH:5])=[O:3]. The yield is 0.920.